From a dataset of Full USPTO retrosynthesis dataset with 1.9M reactions from patents (1976-2016). Predict the reactants needed to synthesize the given product. (1) Given the product [CH3:27][C:28]1[C:29]([N:24]2[CH2:25][CH2:26][N:21]([C:16]3[N:17]=[CH:18][CH:19]=[CH:20][N:15]=3)[CH2:22][CH2:23]2)=[N:30][CH:31]=[C:32]([C:34]2[CH:35]=[CH:36][CH:37]=[CH:38][CH:39]=2)[N:33]=1, predict the reactants needed to synthesize it. The reactants are: OS(C(F)(F)F)(=O)=O.N1C=CN=CC=1.[N:15]1[CH:20]=[CH:19][CH:18]=[N:17][C:16]=1[N:21]1[CH2:26][CH2:25][NH:24][CH2:23][CH2:22]1.[CH3:27][C:28]1[C:29](=O)[NH:30][CH:31]=[C:32]([C:34]2[CH:39]=[CH:38][CH:37]=[CH:36][CH:35]=2)[N:33]=1.FC(F)(F)S(O)(=O)=O.[O-]S(C(F)(F)F)(=O)=O. (2) Given the product [CH3:28][O:27][C:24]1[CH:25]=[CH:26][C:21]([C:18]2[CH:19]=[CH:20][C:15]([S:12]([N:11]([CH:4]([CH:5]3[CH2:10][CH2:9][O:8][CH2:7][CH2:6]3)[C:3]([OH:2])=[O:29])[CH3:30])(=[O:14])=[O:13])=[CH:16][CH:17]=2)=[CH:22][CH:23]=1, predict the reactants needed to synthesize it. The reactants are: C[O:2][C:3](=[O:29])[CH:4]([NH:11][S:12]([C:15]1[CH:20]=[CH:19][C:18]([C:21]2[CH:26]=[CH:25][C:24]([O:27][CH3:28])=[CH:23][CH:22]=2)=[CH:17][CH:16]=1)(=[O:14])=[O:13])[CH:5]1[CH2:10][CH2:9][O:8][CH2:7][CH2:6]1.[CH3:30]OC(=O)C(N)C1CCOCC1.C(N(CC)CC)C.COC1C=C(S(Cl)(=O)=O)C(C2C=CC=CC=2)=CC=1. (3) Given the product [C:22]([C:9]1[CH:10]=[N:11][C:12]2[C:17]([C:8]=1[C:4]1[CH:3]=[C:2]([NH:1][C:37]([NH:36][C:30]3[CH:35]=[CH:34][CH:33]=[CH:32][CH:31]=3)=[O:38])[CH:7]=[CH:6][CH:5]=1)=[CH:16][CH:15]=[CH:14][C:13]=2[C:18]([F:21])([F:19])[F:20])(=[O:23])[C:24]1[CH:25]=[CH:26][CH:27]=[CH:28][CH:29]=1, predict the reactants needed to synthesize it. The reactants are: [NH2:1][C:2]1[CH:3]=[C:4]([C:8]2[C:17]3[C:12](=[C:13]([C:18]([F:21])([F:20])[F:19])[CH:14]=[CH:15][CH:16]=3)[N:11]=[CH:10][C:9]=2[C:22]([C:24]2[CH:29]=[CH:28][CH:27]=[CH:26][CH:25]=2)=[O:23])[CH:5]=[CH:6][CH:7]=1.[C:30]1([N:36]=[C:37]=[O:38])[CH:35]=[CH:34][CH:33]=[CH:32][CH:31]=1. (4) The reactants are: Br[CH2:2][CH2:3][CH2:4][CH2:5][CH2:6][CH2:7][CH2:8][CH2:9][CH2:10][CH2:11][CH2:12][CH2:13][OH:14].[N-:15]=[N+:16]=[N-:17].[Na+]. Given the product [N:15]([CH2:2][CH2:3][CH2:4][CH2:5][CH2:6][CH2:7][CH2:8][CH2:9][CH2:10][CH2:11][CH2:12][CH2:13][OH:14])=[N+:16]=[N-:17], predict the reactants needed to synthesize it.